Dataset: Catalyst prediction with 721,799 reactions and 888 catalyst types from USPTO. Task: Predict which catalyst facilitates the given reaction. Reactant: C[O:2][C:3](=[O:34])[CH:4]([CH2:24][CH:25]=[CH:26][CH2:27][P:28]([O:32][CH3:33])([O:30][CH3:31])=[O:29])[CH2:5][C:6]([CH3:23])=[CH:7][CH2:8][C:9]1[C:10]([OH:22])=[C:11]2[C:15](=[C:16]([CH3:20])[C:17]=1[O:18][CH3:19])[CH2:14][O:13][C:12]2=[O:21].O[Li].O. Product: [CH3:31][O:30][P:28]([CH2:27][CH:26]=[CH:25][CH2:24][CH:4]([CH2:5][C:6]([CH3:23])=[CH:7][CH2:8][C:9]1[C:10]([OH:22])=[C:11]2[C:15](=[C:16]([CH3:20])[C:17]=1[O:18][CH3:19])[CH2:14][O:13][C:12]2=[O:21])[C:3]([OH:34])=[O:2])([O:32][CH3:33])=[O:29]. The catalyst class is: 799.